Dataset: Blood-brain barrier penetration binary classification data from Martins et al.. Task: Regression/Classification. Given a drug SMILES string, predict its absorption, distribution, metabolism, or excretion properties. Task type varies by dataset: regression for continuous measurements (e.g., permeability, clearance, half-life) or binary classification for categorical outcomes (e.g., BBB penetration, CYP inhibition). Dataset: bbb_martins. (1) The compound is C/C=C(\CC)C(=O)NC(N)=O. The result is 1 (penetrates BBB). (2) The drug is O=C(CCCN1CCC(n2c(=O)[nH]c3ccccc32)CC1)c1ccc(F)cc1. The result is 1 (penetrates BBB). (3) The molecule is Cc1ncc2n1-c1ccc(Cl)cc1C(c1ccccc1F)=NC2O. The result is 1 (penetrates BBB). (4) The drug is c1ccc2cc(COC3CCNCC3)ccc2c1. The result is 1 (penetrates BBB). (5) The compound is C[C@]12C[C@H](O)[C@H]3[C@@H](CCC4=CC(=O)CC[C@@]43C)[C@@H]1CC[C@@H]2C(=O)CO. The result is 0 (does not penetrate BBB). (6) The compound is C=C1c2cccc(O)c2C(O)=C2C(=O)[C@]3(O)C(=O)/C(=C(/N)O)C(=O)[C@@H](N(C)C)[C@@H]3[C@@H](O)[C@H]12. The result is 0 (does not penetrate BBB). (7) The drug is Cn1nnnc1SCC1=C(C(=O)O)N2C(=O)[C@@H](NC(=O)[C@H](O)c3ccccc3)[C@H]2SC1. The result is 1 (penetrates BBB). (8) The compound is CCCCNCC1COc2cccc(OCC)c2O1.[Cl-].[H+]. The result is 1 (penetrates BBB). (9) The compound is O=C(O)/C=C/C(=O)O.OCCOCCOCCN1CCN(C(c2ccccc2)c2ccc(Cl)cc2)CC1. The result is 1 (penetrates BBB). (10) The drug is O=c1[nH]c2cc(Cl)ccc2n1C1CCN(CC2COc3ccccc3O2)CC1. The result is 1 (penetrates BBB).